This data is from Reaction yield outcomes from USPTO patents with 853,638 reactions. The task is: Predict the reaction yield, written as a fraction of the theoretical maximum amount of product (1.0 means a 100% yield; for example, 0.34 means a 34% yield). (1) The reactants are [CH3:1][O:2][C:3](=[O:23])[CH2:4][C:5]1[CH:10]=[CH:9][CH:8]=[C:7]([O:11][CH2:12][CH2:13][CH2:14][NH:15]C(OC(C)(C)C)=O)[CH:6]=1.[ClH:24]. The catalyst is CO. The product is [ClH:24].[CH3:1][O:2][C:3](=[O:23])[CH2:4][C:5]1[CH:10]=[CH:9][CH:8]=[C:7]([O:11][CH2:12][CH2:13][CH2:14][NH2:15])[CH:6]=1. The yield is 0.690. (2) The reactants are [CH3:1][O:2][C:3]1[N:8]=[C:7]([C:9]2[S:13][C:12]([CH:14]=O)=[CH:11][CH:10]=2)[CH:6]=[C:5]([NH:16][CH2:17][CH2:18][C:19]2[CH:24]=[CH:23][C:22]([O:25][CH3:26])=[CH:21][CH:20]=2)[N:4]=1.[NH:27]1[CH2:31][CH2:30][CH2:29][CH2:28]1.C(O[BH-](OC(=O)C)OC(=O)C)(=O)C.[Na+].C(O)(=O)C. The catalyst is CO.ClCCCl.C1CCCCC1.CCOC(C)=O. The product is [CH3:26][O:25][C:22]1[CH:21]=[CH:20][C:19]([CH2:18][CH2:17][NH:16][C:5]2[CH:6]=[C:7]([C:9]3[S:13][C:12]([CH2:14][N:27]4[CH2:31][CH2:30][CH2:29][CH2:28]4)=[CH:11][CH:10]=3)[N:8]=[C:3]([O:2][CH3:1])[N:4]=2)=[CH:24][CH:23]=1. The yield is 0.700. (3) The reactants are [C:1]([O:5][C:6]([N:8]1[CH2:12][CH2:11][CH2:10][C@@H:9]1[CH2:13][O:14][C:15]1[CH:20]=[CH:19][C:18]([OH:21])=[CH:17][CH:16]=1)=[O:7])([CH3:4])([CH3:3])[CH3:2].[Cl:22][C:23]1[CH:30]=[C:29]([Cl:31])[CH:28]=[CH:27][C:24]=1[CH2:25]Cl.C([O-])([O-])=O.[Cs+].[Cs+]. The catalyst is CN(C=O)C. The product is [C:1]([O:5][C:6]([N:8]1[CH2:12][CH2:11][CH2:10][C@@H:9]1[CH2:13][O:14][C:15]1[CH:20]=[CH:19][C:18]([O:21][CH2:25][C:24]2[CH:27]=[CH:28][C:29]([Cl:31])=[CH:30][C:23]=2[Cl:22])=[CH:17][CH:16]=1)=[O:7])([CH3:4])([CH3:2])[CH3:3]. The yield is 0.550.